The task is: Predict which catalyst facilitates the given reaction.. This data is from Catalyst prediction with 721,799 reactions and 888 catalyst types from USPTO. (1) The catalyst class is: 7. Product: [O:17]1[CH2:22][CH2:21][N:20]([C:2]2[N:7]([CH3:8])[C:6](=[O:9])[CH:5]=[C:4]([C:10]3[CH:15]=[CH:14][N:13]=[CH:12][N:11]=3)[N:3]=2)[C@@H:19]2[CH2:23][CH2:24][C:25]3[C:30]([C@@H:18]12)=[CH:29][CH:28]=[CH:27][CH:26]=3. Reactant: Cl[C:2]1[N:7]([CH3:8])[C:6](=[O:9])[CH:5]=[C:4]([C:10]2[CH:15]=[CH:14][N:13]=[CH:12][N:11]=2)[N:3]=1.Cl.[O:17]1[CH2:22][CH2:21][NH:20][C@@H:19]2[CH2:23][CH2:24][C:25]3[C:30]([C@@H:18]12)=[CH:29][CH:28]=[CH:27][CH:26]=3.C(N(CC)CC)C. (2) Reactant: [O:1]([CH2:8][C:9]1[N:13]2[CH:14]=[CH:15][CH:16]=[CH:17][C:12]2=[N:11][C:10]=1[C:18]([O-:20])=O)[C:2]1[CH:7]=[CH:6][CH:5]=[CH:4][CH:3]=1.[Na+].[CH3:22][CH:23]([CH3:47])[CH2:24][NH:25][C@H:26]1[CH2:31][C@@H:30]([C:32]([N:34]2[CH2:39][CH2:38][O:37][CH2:36][CH2:35]2)=[O:33])[CH2:29][N:28]([C:40]([O:42][C:43]([CH3:46])([CH3:45])[CH3:44])=[O:41])[CH2:27]1.C(N(CC)C(C)C)(C)C.F[P-](F)(F)(F)(F)F.ClC(N(C)C)=[N+](C)C. Product: [CH3:22][CH:23]([CH3:47])[CH2:24][N:25]([C:18]([C:10]1[N:11]=[C:12]2[CH:17]=[CH:16][CH:15]=[CH:14][N:13]2[C:9]=1[CH2:8][O:1][C:2]1[CH:3]=[CH:4][CH:5]=[CH:6][CH:7]=1)=[O:20])[C@H:26]1[CH2:31][C@@H:30]([C:32]([N:34]2[CH2:39][CH2:38][O:37][CH2:36][CH2:35]2)=[O:33])[CH2:29][N:28]([C:40]([O:42][C:43]([CH3:44])([CH3:46])[CH3:45])=[O:41])[CH2:27]1. The catalyst class is: 10. (3) Reactant: [CH3:1][CH2:2][CH2:3][CH2:4][CH2:5][CH:6]1[CH:8]([CH2:9][CH:10]2[CH:12]([CH2:13][CH2:14][CH2:15][CH2:16][CH2:17][CH2:18][CH2:19][C:20]([OH:22])=[O:21])[CH2:11]2)[CH2:7]1.[CH2:23]([O:30][CH2:31][C@H:32]([OH:35])[CH2:33]O)[C:24]1[CH:29]=[CH:28][CH:27]=[CH:26][CH:25]=1.Cl.CN(C)[CH2:39][CH2:40][CH2:41]N=C=NCC.Cl. Product: [CH2:23]([O:30][CH2:31][C@H:32]([O:35][C:20](=[O:21])[CH2:19][CH2:18][CH2:17][CH2:16][CH2:15][CH2:14][CH2:13][CH:12]1[CH2:11][CH:10]1[CH2:9][CH:8]1[CH2:7][CH:6]1[CH2:5][CH2:4][CH2:41][CH2:40][CH3:39])[CH2:33][O:21][C:20](=[O:22])[CH2:19][CH2:18][CH2:17][CH2:16][CH2:15][CH2:14][CH2:13][CH:12]1[CH2:11][CH:10]1[CH2:9][CH:8]1[CH2:7][CH:6]1[CH2:5][CH2:4][CH2:3][CH2:2][CH3:1])[C:24]1[CH:25]=[CH:26][CH:27]=[CH:28][CH:29]=1. The catalyst class is: 11. (4) Reactant: I[CH3:2].[CH:3]1([CH:6]([OH:33])[C:7]2[N:11]3[CH2:12][C@H:13]([C:25]4[CH:30]=[CH:29][CH:28]=[C:27]([F:31])[C:26]=4[F:32])[CH2:14][CH2:15][C@@H:16]([NH:17][C:18](=[O:24])[O:19][C:20]([CH3:23])([CH3:22])[CH3:21])[C:10]3=[N:9][CH:8]=2)[CH2:5][CH2:4]1.[H-].[Na+]. Product: [CH:3]1([CH:6]([O:33][CH3:2])[C:7]2[N:11]3[CH2:12][C@H:13]([C:25]4[CH:30]=[CH:29][CH:28]=[C:27]([F:31])[C:26]=4[F:32])[CH2:14][CH2:15][C@@H:16]([NH:17][C:18](=[O:24])[O:19][C:20]([CH3:23])([CH3:22])[CH3:21])[C:10]3=[N:9][CH:8]=2)[CH2:5][CH2:4]1. The catalyst class is: 7. (5) Product: [ClH:31].[CH2:24]([O:10][CH2:9][CH:6]1[CH2:7][CH2:8][C:3]([N:2]([CH3:17])[CH3:1])([C:11]2[CH:16]=[CH:15][CH:14]=[CH:13][CH:12]=2)[CH2:4][CH2:5]1)[C:25]1[CH:30]=[CH:29][CH:28]=[CH:27][CH:26]=1. The catalyst class is: 16. Reactant: [CH3:1][N:2]([CH3:17])[C:3]1([C:11]2[CH:16]=[CH:15][CH:14]=[CH:13][CH:12]=2)[CH2:8][CH2:7][CH:6]([CH2:9][OH:10])[CH2:5][CH2:4]1.CC([O-])(C)C.[K+].[CH2:24]([Cl:31])[C:25]1[CH:30]=[CH:29][CH:28]=[CH:27][CH:26]=1.O. (6) Reactant: [CH2:1]([O:8][N:9]1[C@@H:13]([CH:14]([CH3:16])[CH3:15])[CH2:12][C@@H:11]([NH:17][S:18]([C:21]2[CH:26]=[CH:25][C:24]([C:27]3[CH:32]=[CH:31][C:30]([C:33]([F:36])([F:35])[F:34])=[CH:29][CH:28]=3)=[CH:23][CH:22]=2)(=[O:20])=[O:19])[C:10]1=[O:37])[C:2]1[CH:7]=[CH:6][CH:5]=[CH:4][CH:3]=1.I[CH2:39][CH2:40][CH3:41].C(=O)([O-])[O-].[Cs+].[Cs+]. Product: [CH2:1]([O:8][N:9]1[C@@H:13]([CH:14]([CH3:16])[CH3:15])[CH2:12][C@@H:11]([N:17]([CH2:39][CH2:40][CH3:41])[S:18]([C:21]2[CH:26]=[CH:25][C:24]([C:27]3[CH:28]=[CH:29][C:30]([C:33]([F:34])([F:35])[F:36])=[CH:31][CH:32]=3)=[CH:23][CH:22]=2)(=[O:20])=[O:19])[C:10]1=[O:37])[C:2]1[CH:7]=[CH:6][CH:5]=[CH:4][CH:3]=1. The catalyst class is: 9. (7) Reactant: C([Li])CCC.[Br:6][C:7]1[CH:12]=[CH:11][C:10]([F:13])=[CH:9][N:8]=1.[CH2:14]([O:16]CC)C.CN(C)C=O. Product: [Br:6][C:7]1[N:8]=[C:9]([CH2:14][OH:16])[C:10]([F:13])=[CH:11][CH:12]=1. The catalyst class is: 13. (8) Reactant: Cl[C:2]([C@H:4]1[CH2:9][CH2:8][C@H:7]([C:10]([O:12][CH3:13])=[O:11])[CH2:6][CH2:5]1)=[O:3].[Br:14][C:15]1[CH:16]=[CH:17][C:18]([Si](C)(C)C)=[N:19][CH:20]=1. Product: [Br:14][C:15]1[CH:16]=[CH:17][C:18]([C:2]([C@H:4]2[CH2:9][CH2:8][C@H:7]([C:10]([O:12][CH3:13])=[O:11])[CH2:6][CH2:5]2)=[O:3])=[N:19][CH:20]=1. The catalyst class is: 81. (9) Reactant: [NH2:1][C:2]([C:4]1[CH:5]=[N:6][C:7]2[C:12]([C:13]=1[NH:14][C:15]1[CH:16]=[C:17]([CH:23]=[CH:24][CH:25]=1)[C:18]([O:20]CC)=[O:19])=[CH:11][CH:10]=[C:9]([C:26]1[N:30]([CH3:31])[C:29]([Cl:32])=[N:28][CH:27]=1)[CH:8]=2)=[O:3].[OH-].[Na+]. Product: [NH2:1][C:2]([C:4]1[CH:5]=[N:6][C:7]2[C:12]([C:13]=1[NH:14][C:15]1[CH:16]=[C:17]([CH:23]=[CH:24][CH:25]=1)[C:18]([OH:20])=[O:19])=[CH:11][CH:10]=[C:9]([C:26]1[N:30]([CH3:31])[C:29]([Cl:32])=[N:28][CH:27]=1)[CH:8]=2)=[O:3]. The catalyst class is: 8. (10) Reactant: [NH2:1][C:2]1[N:7]=[C:6]([Cl:8])[CH:5]=[C:4](Cl)[N:3]=1.CCN(C(C)C)C(C)C.[NH2:19][C:20]1[CH:25]=[CH:24][CH:23]=[CH:22][CH:21]=1. Product: [NH2:1][C:2]1[N:3]=[C:4]([NH:19][C:20]2[CH:25]=[CH:24][CH:23]=[CH:22][CH:21]=2)[CH:5]=[C:6]([Cl:8])[N:7]=1. The catalyst class is: 12.